Dataset: Full USPTO retrosynthesis dataset with 1.9M reactions from patents (1976-2016). Task: Predict the reactants needed to synthesize the given product. (1) Given the product [CH3:12][O:11][C:4]1[CH:3]=[C:2]([N:21]2[CH2:22][CH2:23][CH:18]([N:13]3[CH2:17][CH2:16][CH2:15][CH2:14]3)[CH2:19][CH2:20]2)[CH:7]=[CH:6][C:5]=1[N+:8]([O-:10])=[O:9], predict the reactants needed to synthesize it. The reactants are: F[C:2]1[CH:7]=[CH:6][C:5]([N+:8]([O-:10])=[O:9])=[C:4]([O:11][CH3:12])[CH:3]=1.[N:13]1([CH:18]2[CH2:23][CH2:22][NH:21][CH2:20][CH2:19]2)[CH2:17][CH2:16][CH2:15][CH2:14]1.C(N(C(C)C)CC)(C)C. (2) Given the product [Br:1][CH:21]([C:24]1[CH:29]=[CH:28][CH:27]=[CH:26][N:25]=1)[CH2:22][CH3:23], predict the reactants needed to synthesize it. The reactants are: [Br:1]N1C(=O)CCC1=O.N(C(C)(C)C#N)=NC(C)(C)C#N.[CH2:21]([C:24]1[CH:29]=[CH:28][CH:27]=[CH:26][N:25]=1)[CH2:22][CH3:23]. (3) The reactants are: [CH2:1]([O:5][C:6]1[N:14]=[C:13]2[C:9]([N:10]=[C:11]([O:20]C)[N:12]2[CH2:15][CH2:16][CH2:17][CH2:18]Cl)=[C:8]([NH2:22])[N:7]=1)[CH2:2][CH2:3][CH3:4].[CH:23]1([N:29]2[CH2:34][CH2:33][NH:32][CH2:31][CH2:30]2)[CH2:28][CH2:27][CH2:26][CH2:25][CH2:24]1. Given the product [NH2:22][C:8]1[N:7]=[C:6]([O:5][CH2:1][CH2:2][CH2:3][CH3:4])[N:14]=[C:13]2[C:9]=1[NH:10][C:11](=[O:20])[N:12]2[CH2:15][CH2:16][CH2:17][CH2:18][N:32]1[CH2:33][CH2:34][N:29]([CH:23]2[CH2:28][CH2:27][CH2:26][CH2:25][CH2:24]2)[CH2:30][CH2:31]1, predict the reactants needed to synthesize it. (4) Given the product [CH3:17][C:14]1[S:13][C:12]([NH:11][S:8]([C:5]2[CH:6]=[CH:7][C:2]([NH:1][CH3:18])=[CH:3][CH:4]=2)(=[O:10])=[O:9])=[N:16][N:15]=1, predict the reactants needed to synthesize it. The reactants are: [NH2:1][C:2]1[CH:7]=[CH:6][C:5]([S:8]([NH:11][C:12]2[S:13][C:14]([CH3:17])=[N:15][N:16]=2)(=[O:10])=[O:9])=[CH:4][CH:3]=1.[CH3:18]I. (5) Given the product [OH:5][CH:1]1[CH2:22][CH2:23][O:24][CH:3]([CH:4]2[CH2:9][CH2:10][N:11]([C:14]([O:16][C:17]([CH3:20])([CH3:19])[CH3:18])=[O:15])[CH2:12][CH2:13]2)[CH2:2]1, predict the reactants needed to synthesize it. The reactants are: [CH2:1]([OH:5])[CH2:2][CH:3]=[CH2:4].C(C1[CH2:13][CH2:12][N:11]([C:14]([O:16][C:17]([CH3:20])([CH3:19])[CH3:18])=[O:15])[CH2:10][CH2:9]1)=O.F[C:22](F)(F)[C:23](O)=[O:24].[OH-].[Na+].CC(OC(OC(OC(C)(C)C)=O)=O)(C)C.